Predict which catalyst facilitates the given reaction. From a dataset of Catalyst prediction with 721,799 reactions and 888 catalyst types from USPTO. (1) Reactant: [N:1]([CH2:4][C:5]1[CH:6]=[C:7]([CH2:11][CH:12]([NH:14][C:15]2[N:20]=[C:19]([N:21]3[C:26]4=[N:27][C:28]([C:35]5[CH:40]=[CH:39][CH:38]=[CH:37][CH:36]=5)=[C:29]([N+:32]([O-])=O)[C:30](=[O:31])[N:25]4[CH2:24][CH2:23][CH2:22]3)[CH:18]=[CH:17][N:16]=2)[CH3:13])[CH:8]=[CH:9][CH:10]=1)=[N+]=[N-].[H][H]. The catalyst class is: 19. Product: [NH2:32][C:29]1[C:30](=[O:31])[N:25]2[CH2:24][CH2:23][CH2:22][N:21]([C:19]3[CH:18]=[CH:17][N:16]=[C:15]([NH:14][CH:12]([CH3:13])[CH2:11][C:7]4[CH:8]=[CH:9][CH:10]=[C:5]([CH2:4][NH2:1])[CH:6]=4)[N:20]=3)[C:26]2=[N:27][C:28]=1[C:35]1[CH:36]=[CH:37][CH:38]=[CH:39][CH:40]=1. (2) Reactant: [Cl:1][C:2]1[CH:32]=[CH:31][C:5]([CH2:6][C@H:7]([C:9]([N:11]2[CH2:16][CH2:15][CH:14]([N:17]([CH:25]3[CH2:30][CH2:29][CH2:28][CH2:27][CH2:26]3)[C:18]([N:20]([CH2:23][CH3:24])[CH2:21][CH3:22])=[O:19])[CH2:13][CH2:12]2)=[O:10])[NH2:8])=[CH:4][CH:3]=1.[C:33]([N:40]1[CH2:45][CH2:44][CH2:43][CH2:42][C:41]1=O)([O:35][C:36]([CH3:39])([CH3:38])[CH3:37])=[O:34].C(O[BH-](OC(=O)C)OC(=O)C)(=O)C.[Na+]. The catalyst class is: 4. Product: [Cl:1][C:2]1[CH:3]=[CH:4][C:5]([CH2:6][C@@H:7]([NH:8][CH:43]2[CH2:44][CH2:45][N:40]([C:33]([O:35][C:36]([CH3:39])([CH3:38])[CH3:37])=[O:34])[CH2:41][CH2:42]2)[C:9]([N:11]2[CH2:12][CH2:13][CH:14]([N:17]([CH:25]3[CH2:30][CH2:29][CH2:28][CH2:27][CH2:26]3)[C:18]([N:20]([CH2:21][CH3:22])[CH2:23][CH3:24])=[O:19])[CH2:15][CH2:16]2)=[O:10])=[CH:31][CH:32]=1.